The task is: Predict the reactants needed to synthesize the given product.. This data is from Full USPTO retrosynthesis dataset with 1.9M reactions from patents (1976-2016). (1) Given the product [Cl:15][C:16]1[CH:17]=[C:18]2[C:22](=[CH:23][CH:24]=1)[NH:21][CH:20]=[C:19]2[CH2:25][N:2]1[C:33]([C:29]2[N:28]([CH3:27])[CH:32]=[CH:31][N:30]=2)=[C:4]2[C:3]([N:8]([CH2:9][CH:10]([CH3:11])[CH3:12])[C:7](=[O:13])[NH:6][C:5]2=[O:14])=[N:1]1, predict the reactants needed to synthesize it. The reactants are: [NH:1]([C:3]1[N:8]([CH2:9][CH:10]([CH3:12])[CH3:11])[C:7](=[O:13])[NH:6][C:5](=[O:14])[CH:4]=1)[NH2:2].[Cl:15][C:16]1[CH:17]=[C:18]2[C:22](=[CH:23][CH:24]=1)[NH:21][CH:20]=[C:19]2[CH:25]=O.[CH3:27][N:28]1[CH:32]=[CH:31][N:30]=[C:29]1[CH:33]=O. (2) The reactants are: [CH3:1][O:2][C:3]1[CH:4]=[C:5]2[C:10](=[CH:11][C:12]=1[O:13][CH3:14])[N:9]=[CH:8][CH:7]=[C:6]2[O:15][C:16]1[CH:22]=[CH:21][C:19]([NH2:20])=[CH:18][CH:17]=1.C(O)C.[CH3:26][C:27]1[CH:28]=[C:29]([C:33]([N:35]=[C:36]=[S:37])=[O:34])[CH:30]=[CH:31][CH:32]=1. Given the product [CH3:1][O:2][C:3]1[CH:4]=[C:5]2[C:10](=[CH:11][C:12]=1[O:13][CH3:14])[N:9]=[CH:8][CH:7]=[C:6]2[O:15][C:16]1[CH:22]=[CH:21][C:19]([NH:20][C:36]([NH:35][C:33](=[O:34])[C:29]2[CH:30]=[CH:31][CH:32]=[C:27]([CH3:26])[CH:28]=2)=[S:37])=[CH:18][CH:17]=1, predict the reactants needed to synthesize it. (3) Given the product [CH3:23][N:18]([C:13]1[C:12]([CH2:11][NH:10][C:6]2[C:5]3[N:4]([N:3]=[C:2]([NH:35][C:31]4[CH:32]=[C:33]5[C:28](=[CH:29][CH:30]=4)[CH2:27][N:26]([CH3:25])[CH2:34]5)[N:24]=3)[CH:9]=[CH:8][CH:7]=2)=[CH:17][CH:16]=[CH:15][N:14]=1)[S:19]([CH3:22])(=[O:21])=[O:20], predict the reactants needed to synthesize it. The reactants are: Cl[C:2]1[N:24]=[C:5]2[C:6]([NH:10][CH2:11][C:12]3[C:13]([N:18]([CH3:23])[S:19]([CH3:22])(=[O:21])=[O:20])=[N:14][CH:15]=[CH:16][CH:17]=3)=[CH:7][CH:8]=[CH:9][N:4]2[N:3]=1.[CH3:25][N:26]1[CH2:34][C:33]2[C:28](=[CH:29][CH:30]=[C:31]([NH2:35])[CH:32]=2)[CH2:27]1.C1(P(C2CCCCC2)C2C=CC=CC=2C2C=CC=CC=2P(C2CCCCC2)C2CCCCC2)CCCCC1. (4) Given the product [C:1]([NH:5][C:6](=[O:7])[C:8]1[CH:28]=[CH:27][CH:26]=[C:10]([CH2:11][N:12]2[CH2:17][CH2:16][NH:15][CH2:14][C@H:13]2[CH3:25])[CH:9]=1)([CH3:4])([CH3:2])[CH3:3], predict the reactants needed to synthesize it. The reactants are: [C:1]([NH:5][C:6]([C:8]1[CH:9]=[C:10]([CH:26]=[CH:27][CH:28]=1)[CH2:11][N:12]1[CH2:17][CH2:16][N:15](C(OC(C)(C)C)=O)[CH2:14][C@H:13]1[CH3:25])=[O:7])([CH3:4])([CH3:3])[CH3:2]. (5) Given the product [NH2:12][C:10]1[CH:9]=[CH:8][C:5]([C:6]#[N:7])=[C:4]([CH:1]2[CH2:2][CH2:3]2)[CH:11]=1, predict the reactants needed to synthesize it. The reactants are: [CH:1]1([C:4]2[CH:11]=[C:10]([N+:12]([O-])=O)[CH:9]=[CH:8][C:5]=2[C:6]#[N:7])[CH2:3][CH2:2]1.[Cl-].[NH4+].CO. (6) Given the product [CH2:9]([O:8][CH2:7][C@H:5]1[O:4][C:3](=[O:16])[N:2]([NH:1][C:17](=[O:18])[O:19][C:20]([CH3:23])([CH3:22])[CH3:21])[CH2:6]1)[C:10]1[CH:11]=[CH:12][CH:13]=[CH:14][CH:15]=1, predict the reactants needed to synthesize it. The reactants are: [NH2:1][N:2]1[CH2:6][C@@H:5]([CH2:7][O:8][CH2:9][C:10]2[CH:15]=[CH:14][CH:13]=[CH:12][CH:11]=2)[O:4][C:3]1=[O:16].[C:17](O[C:17]([O:19][C:20]([CH3:23])([CH3:22])[CH3:21])=[O:18])([O:19][C:20]([CH3:23])([CH3:22])[CH3:21])=[O:18].